This data is from Forward reaction prediction with 1.9M reactions from USPTO patents (1976-2016). The task is: Predict the product of the given reaction. Given the reactants [NH2:1][C:2]1[CH:3]=[C:4]([CH:16]=[CH:17][CH:18]=1)[O:5][C:6]1[CH:11]=[CH:10][N:9]=[C:8]2[NH:12][C:13](=[O:15])[NH:14][C:7]=12.[F:19][C:20]([F:31])([F:30])[C:21]1[CH:22]=[C:23]([CH:27]=[CH:28][CH:29]=1)[C:24](Cl)=[S:25], predict the reaction product. The product is: [O:15]=[C:13]1[NH:12][C:8]2=[N:9][CH:10]=[CH:11][C:6]([O:5][C:4]3[CH:3]=[C:2]([NH:1][C:24](=[S:25])[C:23]4[CH:27]=[CH:28][CH:29]=[C:21]([C:20]([F:19])([F:30])[F:31])[CH:22]=4)[CH:18]=[CH:17][CH:16]=3)=[C:7]2[NH:14]1.